From a dataset of NCI-60 drug combinations with 297,098 pairs across 59 cell lines. Regression. Given two drug SMILES strings and cell line genomic features, predict the synergy score measuring deviation from expected non-interaction effect. (1) Drug 1: CC(C)NC(=O)C1=CC=C(C=C1)CNNC.Cl. Drug 2: C(CCl)NC(=O)N(CCCl)N=O. Cell line: HL-60(TB). Synergy scores: CSS=-8.95, Synergy_ZIP=4.27, Synergy_Bliss=-0.851, Synergy_Loewe=-15.6, Synergy_HSA=-13.4. (2) Drug 1: CC1C(C(=O)NC(C(=O)N2CCCC2C(=O)N(CC(=O)N(C(C(=O)O1)C(C)C)C)C)C(C)C)NC(=O)C3=C4C(=C(C=C3)C)OC5=C(C(=O)C(=C(C5=N4)C(=O)NC6C(OC(=O)C(N(C(=O)CN(C(=O)C7CCCN7C(=O)C(NC6=O)C(C)C)C)C)C(C)C)C)N)C. Drug 2: CC1CCCC2(C(O2)CC(NC(=O)CC(C(C(=O)C(C1O)C)(C)C)O)C(=CC3=CSC(=N3)C)C)C. Cell line: MDA-MB-231. Synergy scores: CSS=32.2, Synergy_ZIP=1.06, Synergy_Bliss=1.01, Synergy_Loewe=-9.14, Synergy_HSA=-0.201. (3) Drug 1: CC1=C2C(C(=O)C3(C(CC4C(C3C(C(C2(C)C)(CC1OC(=O)C(C(C5=CC=CC=C5)NC(=O)OC(C)(C)C)O)O)OC(=O)C6=CC=CC=C6)(CO4)OC(=O)C)OC)C)OC. Drug 2: CC1=C2C(C(=O)C3(C(CC4C(C3C(C(C2(C)C)(CC1OC(=O)C(C(C5=CC=CC=C5)NC(=O)OC(C)(C)C)O)O)OC(=O)C6=CC=CC=C6)(CO4)OC(=O)C)O)C)O. Cell line: UO-31. Synergy scores: CSS=47.2, Synergy_ZIP=-1.14, Synergy_Bliss=0.397, Synergy_Loewe=1.56, Synergy_HSA=3.03. (4) Drug 1: CCCCCOC(=O)NC1=NC(=O)N(C=C1F)C2C(C(C(O2)C)O)O. Drug 2: C1CN(P(=O)(OC1)NCCCl)CCCl. Cell line: OVCAR-5. Synergy scores: CSS=-2.33, Synergy_ZIP=1.64, Synergy_Bliss=0.295, Synergy_Loewe=-4.89, Synergy_HSA=-4.71. (5) Synergy scores: CSS=12.2, Synergy_ZIP=4.09, Synergy_Bliss=2.40, Synergy_Loewe=1.10, Synergy_HSA=1.08. Drug 1: C1CCN(CC1)CCOC2=CC=C(C=C2)C(=O)C3=C(SC4=C3C=CC(=C4)O)C5=CC=C(C=C5)O. Cell line: NCI/ADR-RES. Drug 2: CCCS(=O)(=O)NC1=C(C(=C(C=C1)F)C(=O)C2=CNC3=C2C=C(C=N3)C4=CC=C(C=C4)Cl)F. (6) Drug 1: CC1=CC2C(CCC3(C2CCC3(C(=O)C)OC(=O)C)C)C4(C1=CC(=O)CC4)C. Drug 2: B(C(CC(C)C)NC(=O)C(CC1=CC=CC=C1)NC(=O)C2=NC=CN=C2)(O)O. Cell line: NCIH23. Synergy scores: CSS=14.6, Synergy_ZIP=4.06, Synergy_Bliss=10.9, Synergy_Loewe=2.74, Synergy_HSA=8.42. (7) Drug 1: C1=CC(=C2C(=C1NCCNCCO)C(=O)C3=C(C=CC(=C3C2=O)O)O)NCCNCCO. Drug 2: C1CCC(C(C1)N)N.C(=O)(C(=O)[O-])[O-].[Pt+4]. Cell line: HOP-92. Synergy scores: CSS=40.1, Synergy_ZIP=-3.01, Synergy_Bliss=-3.20, Synergy_Loewe=-0.999, Synergy_HSA=1.26.